Dataset: Retrosynthesis with 50K atom-mapped reactions and 10 reaction types from USPTO. Task: Predict the reactants needed to synthesize the given product. Given the product CC(C)(C)OC(=O)N1Cc2cc(O)ccc2C[C@H]1C(=O)O, predict the reactants needed to synthesize it. The reactants are: CC(C)(C)OC(=O)OC(=O)OC(C)(C)C.O=C(O)[C@@H]1Cc2ccc(O)cc2CN1.